Predict the reaction yield, written as a fraction of the theoretical maximum amount of product (1.0 means a 100% yield; for example, 0.34 means a 34% yield). From a dataset of Reaction yield outcomes from USPTO patents with 853,638 reactions. The reactants are F[C:2](F)(F)[C:3]([O-:5])=[O:4].[Na+].C(O[C:14]([N:16]([CH3:56])[C@H:17]([C:21]([NH:23][C@H:24]([C:28]([N:30]([C@@H:32]([C@@H:52]([CH3:55])[CH2:53][CH3:54])[C@H:33]([O:50][CH3:51])[CH2:34][C:35]([N:37]1[CH2:41][CH2:40][CH2:39][C@H:38]1[C@H:42]([O:48][CH3:49])[C@H:43]([C:45]([OH:47])=O)[CH3:44])=[O:36])[CH3:31])=[O:29])[CH:25]([CH3:27])[CH3:26])=[O:22])[CH:18]([CH3:20])[CH3:19])=O)(C)(C)C.F[C:58](F)(F)[C:59]([O-:61])=O.[Na+].[CH2:65]([NH:72][C:73](=[O:79])[C@H:74]([C@@H](C)O)[NH2:75])[C:66]1[CH:71]=[CH:70][CH:69]=[CH:68][CH:67]=1.N1(OC(N(C)C)=[N+](C)C)C2N=CC=C[C:83]=2N=N1.F[P-](F)(F)(F)(F)F.FC(F)(F)C(O)=O.O=CCCC(O)=O.C([BH3-])#N.[Na+]. The product is [C:3]([CH2:2][CH2:83][CH2:14][N:16]([CH3:56])[C@H:17]([C:21]([NH:23][C@H:24]([C:28]([N:30]([C@@H:32]([C@@H:52]([CH3:55])[CH2:53][CH3:54])[C@H:33]([O:50][CH3:51])[CH2:34][C:35]([N:37]1[CH2:41][CH2:40][CH2:39][C@H:38]1[C@H:42]([O:48][CH3:49])[C@@H:43]([CH3:44])[C:45]([NH:75][C@@H:74]([C@H:59]([OH:61])[CH3:58])[C:73]([NH:72][CH2:65][C:66]1[CH:71]=[CH:70][CH:69]=[CH:68][CH:67]=1)=[O:79])=[O:47])=[O:36])[CH3:31])=[O:29])[CH:25]([CH3:27])[CH3:26])=[O:22])[CH:18]([CH3:19])[CH3:20])([OH:5])=[O:4]. No catalyst specified. The yield is 0.970.